From a dataset of Catalyst prediction with 721,799 reactions and 888 catalyst types from USPTO. Predict which catalyst facilitates the given reaction. (1) Reactant: Cl.[C:2]1([C:8]2[CH:9]=[C:10]3[C:14](=[C:15]([C:17]([NH2:19])=[O:18])[CH:16]=2)[NH:13][N:12]=[C:11]3[CH:20]2[CH2:25][CH2:24][NH:23][CH2:22][CH2:21]2)[CH:7]=[CH:6][CH:5]=[CH:4][CH:3]=1.[CH:26]([N:29]([CH:32](C)C)[CH2:30]C)(C)[CH3:27].ClCC[S:38](Cl)(=[O:40])=[O:39].[I-].[Na+].C([O-])([O-])=O.[K+].[K+].CNC. Product: [CH3:30][N:29]([CH3:32])[CH2:26][CH2:27][S:38]([N:23]1[CH2:24][CH2:25][CH:20]([C:11]2[C:10]3[C:14](=[C:15]([C:17]([NH2:19])=[O:18])[CH:16]=[C:8]([C:2]4[CH:3]=[CH:4][CH:5]=[CH:6][CH:7]=4)[CH:9]=3)[NH:13][N:12]=2)[CH2:21][CH2:22]1)(=[O:40])=[O:39]. The catalyst class is: 239. (2) Reactant: C(O[C:6]([C:8]1[N:9]=[C:10]([C:27]#[N:28])[C:11]2[C:16]([C:17]=1[OH:18])=[CH:15][CH:14]=[C:13]([O:19][C:20]1[CH:25]=[CH:24][C:23]([F:26])=[CH:22][CH:21]=1)[CH:12]=2)=[O:7])CCC.C([O:33][C:34](=[O:40])[C:35]([CH3:39])([CH3:38])[CH2:36][NH2:37])(C)(C)C.Cl. Product: [C:27]([C:10]1[C:11]2[C:16](=[CH:15][CH:14]=[C:13]([O:19][C:20]3[CH:21]=[CH:22][C:23]([F:26])=[CH:24][CH:25]=3)[CH:12]=2)[C:17]([OH:18])=[C:8]([C:6]([NH:37][CH2:36][C:35]([CH3:39])([CH3:38])[C:34]([OH:40])=[O:33])=[O:7])[N:9]=1)#[N:28]. The catalyst class is: 24. (3) Reactant: [CH3:1][C:2]([CH3:24])([CH3:23])[C:3]#[C:4][C:5]1[S:9][C:8]([C:10]([O:12][CH3:13])=[O:11])=[C:7]([NH:14][C@H:15]2[CH2:20][CH2:19][CH2:18][N:17]([CH3:21])[C:16]2=[O:22])[CH:6]=1.N1C=CC=CC=1.[Cl:31][C:32]1[CH:40]=[C:39]([Cl:41])[CH:38]=[CH:37][C:33]=1[C:34](Cl)=[O:35]. Product: [CH3:1][C:2]([CH3:24])([CH3:23])[C:3]#[C:4][C:5]1[S:9][C:8]([C:10]([O:12][CH3:13])=[O:11])=[C:7]([N:14]([C:34](=[O:35])[C:33]2[CH:37]=[CH:38][C:39]([Cl:41])=[CH:40][C:32]=2[Cl:31])[C@H:15]2[CH2:20][CH2:19][CH2:18][N:17]([CH3:21])[C:16]2=[O:22])[CH:6]=1. The catalyst class is: 864. (4) Reactant: [C:1]([NH:4][NH:5][C:6]([C:8]1[C:9]([C:32]2[C:37]([F:38])=[CH:36][CH:35]=[CH:34][C:33]=2[Cl:39])=[N:10][O:11][C:12]=1[C:13]1[CH:14]=[N:15][N:16]([C:22]2[CH:23]=[C:24]([NH:28][C:29](=[O:31])[CH3:30])[CH:25]=[CH:26][CH:27]=2)[C:17]=1[C:18]([F:21])([F:20])[F:19])=[O:7])(=O)[CH3:2].C(OC(=O)C)(=O)C. Product: [Cl:39][C:33]1[CH:34]=[CH:35][CH:36]=[C:37]([F:38])[C:32]=1[C:9]1[C:8]([C:6]2[O:7][C:1]([CH3:2])=[N:4][N:5]=2)=[C:12]([C:13]2[CH:14]=[N:15][N:16]([C:22]3[CH:23]=[C:24]([NH:28][C:29](=[O:31])[CH3:30])[CH:25]=[CH:26][CH:27]=3)[C:17]=2[C:18]([F:20])([F:19])[F:21])[O:11][N:10]=1. The catalyst class is: 86. (5) Reactant: [N-:1]=[N+:2]=[N-:3].[Na+].Cl[CH2:6][CH2:7][N:8]1[C:20]2[C:19]3[CH:18]=[CH:17][CH:16]=[CH:15][C:14]=3[N:13]=[C:12]([NH2:21])[C:11]=2[N:10]=[C:9]1[CH2:22][O:23][CH2:24][CH3:25].O. Product: [N:1]([CH2:6][CH2:7][N:8]1[C:20]2[C:19]3[CH:18]=[CH:17][CH:16]=[CH:15][C:14]=3[N:13]=[C:12]([NH2:21])[C:11]=2[N:10]=[C:9]1[CH2:22][O:23][CH2:24][CH3:25])=[N+:2]=[N-:3]. The catalyst class is: 9. (6) Reactant: [C:1]([N:4]1[CH2:8][CH2:7][O:6][C:5]1=[O:9])(=[O:3])[CH3:2].S(Cl)([Cl:13])(=O)=O.N(C(C)(C)C#N)=NC(C)(C)C#N. Product: [C:1]([N:4]1[CH2:8][CH:7]([Cl:13])[O:6][C:5]1=[O:9])(=[O:3])[CH3:2]. The catalyst class is: 53. (7) The catalyst class is: 1. Product: [N+:25]([C:20]1[CH:21]=[CH:22][CH:23]=[C:24]2[C:19]=1[N:18]=[CH:17][N:16]=[C:15]2[O:9][C:5]1[CH:6]=[CH:7][CH:8]=[C:3]([C:2]([F:10])([F:11])[F:1])[CH:4]=1)([O-:27])=[O:26]. Reactant: [F:1][C:2]([F:11])([F:10])[C:3]1[CH:4]=[C:5]([OH:9])[CH:6]=[CH:7][CH:8]=1.[H-].[Na+].Cl[C:15]1[C:24]2[C:19](=[C:20]([N+:25]([O-:27])=[O:26])[CH:21]=[CH:22][CH:23]=2)[N:18]=[CH:17][N:16]=1. (8) Reactant: [C:1]([C:3]1[CH:20]=[CH:19][C:6]2[CH2:7][CH2:8][N:9]([C:12]([O:14][C:15]([CH3:18])([CH3:17])[CH3:16])=[O:13])[CH2:10][CH2:11][C:5]=2[CH:4]=1)#[N:2].Cl.[NH2:22][OH:23].C(=O)(O)[O-].[Na+]. Product: [OH:23][NH:22][C:1](=[NH:2])[C:3]1[CH:20]=[CH:19][C:6]2[CH2:7][CH2:8][N:9]([C:12]([O:14][C:15]([CH3:17])([CH3:18])[CH3:16])=[O:13])[CH2:10][CH2:11][C:5]=2[CH:4]=1. The catalyst class is: 8. (9) Reactant: [CH2:1]([N:8]1[C:17]2[C:12](=[CH:13][CH:14]=[C:15]([CH2:18][NH:19][CH2:20][C:21]3[CH:38]=[CH:37][C:24]4[N:25]([CH2:35][CH3:36])[C:26](=[O:34])[C:27]([CH3:33])([CH3:32])[C:28](=[O:31])[N:29]([CH3:30])[C:23]=4[CH:22]=3)[CH:16]=2)[CH2:11][CH2:10][C:9]1=[O:39])[C:2]1[CH:7]=[CH:6][CH:5]=[CH:4][CH:3]=1.[H-].[Na+].[CH3:42]I.O. Product: [CH2:1]([N:8]1[C:17]2[C:12](=[CH:13][CH:14]=[C:15]([CH2:18][N:19]([CH2:20][C:21]3[CH:38]=[CH:37][C:24]4[N:25]([CH2:35][CH3:36])[C:26](=[O:34])[C:27]([CH3:33])([CH3:32])[C:28](=[O:31])[N:29]([CH3:30])[C:23]=4[CH:22]=3)[CH3:42])[CH:16]=2)[CH2:11][CH2:10][C:9]1=[O:39])[C:2]1[CH:7]=[CH:6][CH:5]=[CH:4][CH:3]=1. The catalyst class is: 3.